Dataset: Reaction yield outcomes from USPTO patents with 853,638 reactions. Task: Predict the reaction yield, written as a fraction of the theoretical maximum amount of product (1.0 means a 100% yield; for example, 0.34 means a 34% yield). (1) The catalyst is C(Cl)Cl. The yield is 0.345. The product is [CH2:1]([N:3]([CH:34]1[CH2:39][CH2:38][O:37][CH2:36][CH2:35]1)[C:4]1[C:5]([CH3:33])=[C:6]([CH:22]=[C:23]([C:25]2[CH:26]=[N:27][C:28]([CH2:31][N:58]3[CH2:59][CH2:60][CH2:61][N:55]([CH3:54])[CH2:56][CH2:57]3)=[CH:29][CH:30]=2)[CH:24]=1)[C:7]([NH:9][CH2:10][C:11]1[C:12](=[O:21])[NH:13][C:14]([CH3:20])=[CH:15][C:16]=1[CH:17]([CH3:19])[CH3:18])=[O:8])[CH3:2]. The reactants are [CH2:1]([N:3]([CH:34]1[CH2:39][CH2:38][O:37][CH2:36][CH2:35]1)[C:4]1[C:5]([CH3:33])=[C:6]([CH:22]=[C:23]([C:25]2[CH:26]=[N:27][C:28]([CH2:31]O)=[CH:29][CH:30]=2)[CH:24]=1)[C:7]([NH:9][CH2:10][C:11]1[C:12](=[O:21])[NH:13][C:14]([CH3:20])=[CH:15][C:16]=1[CH:17]([CH3:19])[CH3:18])=[O:8])[CH3:2].CS(Cl)(=O)=O.CCN(C(C)C)C(C)C.[CH3:54][N:55]1[CH2:61][CH2:60][CH2:59][NH:58][CH2:57][CH2:56]1. (2) The product is [CH2:46]([C:18]1[N:17]([C:14]2[CH:13]=[CH:12][C:11]([N:8]3[CH2:9][CH2:10][C:5](=[O:4])[CH2:6][CH2:7]3)=[CH:16][CH:15]=2)[C:22](=[O:23])[C:21]([CH2:24][C:25]2[CH:30]=[CH:29][C:28]([C:31]3[CH:36]=[CH:35][CH:34]=[CH:33][C:32]=3[C:37]3[NH:41][C:40](=[O:42])[O:39][N:38]=3)=[CH:27][CH:26]=2)=[C:20]([CH2:43][CH2:44][CH3:45])[N:19]=1)[CH3:47]. The catalyst is O1CCCC1.C(OCC)(=O)C. The reactants are O1[C:5]2([CH2:10][CH2:9][N:8]([C:11]3[CH:16]=[CH:15][C:14]([N:17]4[C:22](=[O:23])[C:21]([CH2:24][C:25]5[CH:30]=[CH:29][C:28]([C:31]6[CH:36]=[CH:35][CH:34]=[CH:33][C:32]=6[C:37]6[NH:41][C:40](=[O:42])[O:39][N:38]=6)=[CH:27][CH:26]=5)=[C:20]([CH2:43][CH2:44][CH3:45])[N:19]=[C:18]4[CH2:46][CH3:47])=[CH:13][CH:12]=3)[CH2:7][CH2:6]2)[O:4]CC1. The yield is 0.380. (3) The reactants are [Cl:1][C:2]1[CH:3]=[C:4]2[C:9](=[CH:10][C:11]=1[O:12][C:13]1[CH:21]=[CH:20][C:16]([C:17]([OH:19])=O)=[CH:15][CH:14]=1)[O:8][CH2:7][CH2:6][CH:5]2[C:22]([O:24][CH2:25][CH3:26])=[O:23].[F:27][C:28]1[CH:29]=[C:30]([N:35]2[CH:39]=[CH:38][C:37]([NH2:40])=[N:36]2)[CH:31]=[CH:32][C:33]=1[F:34].N1C2C(=NC=CC=2)N(O)N=1.Cl.CN(C)CCCN=C=NCC. The catalyst is CN(C=O)C.CCOC(C)=O. The product is [Cl:1][C:2]1[CH:3]=[C:4]2[C:9](=[CH:10][C:11]=1[O:12][C:13]1[CH:14]=[CH:15][C:16]([C:17](=[O:19])[NH:40][C:37]3[CH:38]=[CH:39][N:35]([C:30]4[CH:31]=[CH:32][C:33]([F:34])=[C:28]([F:27])[CH:29]=4)[N:36]=3)=[CH:20][CH:21]=1)[O:8][CH2:7][CH2:6][CH:5]2[C:22]([O:24][CH2:25][CH3:26])=[O:23]. The yield is 0.910. (4) The reactants are C(OC([N:8]1[CH2:13][CH2:12][N:11]([C:14]2[CH:15]=[CH:16][CH:17]=[C:18]3[C:22]=2[N:21]([CH3:23])[CH:20]=[C:19]3[S:24]([C:27]2[CH:32]=[CH:31][CH:30]=[C:29]([Cl:33])[CH:28]=2)(=[O:26])=[O:25])[CH2:10][CH2:9]1)=O)(C)(C)C.Cl. The catalyst is O1CCOCC1. The product is [ClH:33].[Cl:33][C:29]1[CH:28]=[C:27]([S:24]([C:19]2[C:18]3[C:22](=[C:14]([N:11]4[CH2:10][CH2:9][NH:8][CH2:13][CH2:12]4)[CH:15]=[CH:16][CH:17]=3)[N:21]([CH3:23])[CH:20]=2)(=[O:26])=[O:25])[CH:32]=[CH:31][CH:30]=1. The yield is 0.900.